This data is from Forward reaction prediction with 1.9M reactions from USPTO patents (1976-2016). The task is: Predict the product of the given reaction. (1) Given the reactants [CH2:1]([O:3][C:4]([C:6]1[NH:15][C:9]2=[N:10][CH:11]=[C:12](Br)[CH:13]=[C:8]2[CH:7]=1)=[O:5])[CH3:2].B1(B2OC(C)(C)C(C)(C)O2)OC(C)(C)C(C)(C)O1.C1(P(C2CCCCC2)C2CCCCC2)CCCCC1.C([O-])(=O)C.[K+].[N:58]1[CH:63]=[CH:62][C:61]([CH2:64][NH:65][C:66]([C:68]2[N:69]([CH2:75][O:76][CH2:77][CH2:78][Si:79]([CH3:82])([CH3:81])[CH3:80])[C:70]([CH3:74])=[C:71](Br)[N:72]=2)=[O:67])=[CH:60][CH:59]=1.C([O-])([O-])=O.[Na+].[Na+], predict the reaction product. The product is: [CH2:1]([O:3][C:4]([C:6]1[NH:15][C:9]2=[N:10][CH:11]=[C:12]([C:71]3[NH:72][C:68]([C:66](=[O:67])[NH:65][CH2:64][C:61]4[CH:62]=[CH:63][N:58]=[CH:59][CH:60]=4)=[N:69][C:70]=3[CH3:74])[CH:13]=[C:8]2[CH:7]=1)=[O:5])[CH3:2].[CH2:1]([O:3][C:4]([C:6]1[NH:15][C:9]2=[N:10][CH:11]=[C:12]([C:71]3[N:72]=[C:68]([C:66](=[O:67])[NH:65][CH2:64][C:61]4[CH:62]=[CH:63][N:58]=[CH:59][CH:60]=4)[N:69]([CH2:75][O:76][CH2:77][CH2:78][Si:79]([CH3:80])([CH3:82])[CH3:81])[C:70]=3[CH3:74])[CH:13]=[C:8]2[CH:7]=1)=[O:5])[CH3:2]. (2) Given the reactants [O:1]=[C:2]1[C:6]2([CH2:11][CH2:10][NH:9][CH2:8][CH2:7]2)[N:5]([C:12]2[CH:17]=[CH:16][CH:15]=[CH:14][CH:13]=2)[CH2:4][N:3]1[CH2:18][C:19]1[CH:20]=[C:21]([CH:29]=[CH:30][CH:31]=1)[C:22]([O:24][C:25]([CH3:28])([CH3:27])[CH3:26])=[O:23].I[C:33]1[CH:38]=[CH:37][C:36]([CH2:39][CH2:40][CH2:41][CH3:42])=[CH:35][CH:34]=1.C(=O)([O-])[O-].[K+].[K+], predict the reaction product. The product is: [O:1]=[C:2]1[C:6]2([CH2:11][CH2:10][N:9]([CH2:42][CH2:41][CH2:40][CH2:39][C:36]3[CH:37]=[CH:38][CH:33]=[CH:34][CH:35]=3)[CH2:8][CH2:7]2)[N:5]([C:12]2[CH:13]=[CH:14][CH:15]=[CH:16][CH:17]=2)[CH2:4][N:3]1[CH2:18][C:19]1[CH:20]=[C:21]([CH:29]=[CH:30][CH:31]=1)[C:22]([O:24][C:25]([CH3:28])([CH3:26])[CH3:27])=[O:23].